Task: Regression/Classification. Given a drug SMILES string, predict its toxicity properties. Task type varies by dataset: regression for continuous values (e.g., LD50, hERG inhibition percentage) or binary classification for toxic/non-toxic outcomes (e.g., AMES mutagenicity, cardiotoxicity, hepatotoxicity). Dataset: herg_karim.. Dataset: hERG potassium channel inhibition data for cardiac toxicity prediction from Karim et al. (1) The result is 1 (blocker). The drug is O=C(NCc1ccc(OC(F)(F)F)cc1)C1c2ccccc2C(=O)N1CC(F)(F)c1ccccn1. (2) The compound is COc1cc(-c2cn(CC(=O)N(CC(F)(F)F)c3ccc4c(c3)CCC4)nn2)ccc1-n1cnc(C)c1. The result is 1 (blocker). (3) The drug is COc1cc(F)ccc1-c1cccc(CNC2CCCC2)c1. The result is 1 (blocker). (4) The drug is CCn1nc([C@]2(c3cnn(C)c3)N[C@@H](c3nc(-c4ccc(F)cn4)c[nH]3)Cc3c2[nH]c2ccccc32)oc1=O. The result is 0 (non-blocker).